From a dataset of Forward reaction prediction with 1.9M reactions from USPTO patents (1976-2016). Predict the product of the given reaction. (1) Given the reactants Br[C:2]1[CH:3]=[C:4]2[CH:10]=[N:9][N:8]([CH3:11])[C:5]2=[N:6][CH:7]=1.[C:12](=[NH:25])([C:19]1[CH:24]=[CH:23][CH:22]=[CH:21][CH:20]=1)[C:13]1[CH:18]=[CH:17][CH:16]=[CH:15][CH:14]=1, predict the reaction product. The product is: [C:12](=[N:25][C:2]1[CH:3]=[C:4]2[CH:10]=[N:9][N:8]([CH3:11])[C:5]2=[N:6][CH:7]=1)([C:19]1[CH:20]=[CH:21][CH:22]=[CH:23][CH:24]=1)[C:13]1[CH:18]=[CH:17][CH:16]=[CH:15][CH:14]=1. (2) Given the reactants C([Mg]Cl)(C)C.Br[C:7]1[C:11]([Br:12])=[CH:10][S:9][CH:8]=1.[OH2:13].[O:14]1[CH2:18]C[CH2:16][CH2:15]1, predict the reaction product. The product is: [CH2:15]([O:14][C:18]([C:7]1[C:11]([Br:12])=[CH:10][S:9][CH:8]=1)=[O:13])[CH3:16]. (3) Given the reactants Br[C:2]1[CH:3]=[C:4]([CH3:13])[C:5]([O:8][CH2:9][CH:10]2[CH2:12][CH2:11]2)=[N:6][CH:7]=1.B([O-])[O-:15], predict the reaction product. The product is: [CH:10]1([CH2:9][O:8][C:5]2[N:6]=[CH:7][C:2]([OH:15])=[CH:3][C:4]=2[CH3:13])[CH2:12][CH2:11]1. (4) Given the reactants [NH2:1][C:2]1[CH:17]=[CH:16][CH:15]=[CH:14][C:3]=1[C:4]([NH:6][C:7]1[CH:12]=[CH:11][C:10]([Cl:13])=[CH:9][CH:8]=1)=[O:5].[Cl:18][C:19]1[CH:26]=[CH:25][C:22]([CH:23]=O)=[CH:21][N:20]=1.OS([O-])=O.[Na+].CC1C=CC(S(O)(=O)=O)=CC=1, predict the reaction product. The product is: [Cl:13][C:10]1[CH:11]=[CH:12][C:7]([N:6]2[C:4](=[O:5])[C:3]3[C:2](=[CH:17][CH:16]=[CH:15][CH:14]=3)[N:1]=[C:23]2[C:22]2[CH:21]=[N:20][C:19]([Cl:18])=[CH:26][CH:25]=2)=[CH:8][CH:9]=1. (5) Given the reactants [N:1]1([CH2:7][CH2:8][O:9][C:10]2[CH:11]=[C:12]([NH2:16])[CH:13]=[CH:14][CH:15]=2)[CH2:6][CH2:5][O:4][CH2:3][CH2:2]1.Cl[C:18]1[N:23]=[C:22]([C:24]2[C:25]([C:33]3[CH:34]=[C:35]([NH:39][C:40](=[O:49])[C:41]4[C:46]([F:47])=[CH:45][CH:44]=[CH:43][C:42]=4[F:48])[CH:36]=[CH:37][CH:38]=3)=[N:26][N:27]3[CH:32]=[CH:31][CH:30]=[CH:29][C:28]=23)[CH:21]=[CH:20][N:19]=1, predict the reaction product. The product is: [F:48][C:42]1[CH:43]=[CH:44][CH:45]=[C:46]([F:47])[C:41]=1[C:40]([NH:39][C:35]1[CH:36]=[CH:37][CH:38]=[C:33]([C:25]2[C:24]([C:22]3[CH:21]=[CH:20][N:19]=[C:18]([NH:16][C:12]4[CH:13]=[CH:14][CH:15]=[C:10]([O:9][CH2:8][CH2:7][N:1]5[CH2:6][CH2:5][O:4][CH2:3][CH2:2]5)[CH:11]=4)[N:23]=3)=[C:28]3[CH:29]=[CH:30][CH:31]=[CH:32][N:27]3[N:26]=2)[CH:34]=1)=[O:49]. (6) Given the reactants [Cl:1][C:2]1[CH:7]=[CH:6][C:5]([S:8][C:9]2[N:10]=[C:11]([CH3:24])[NH:12][C:13]=2[C:14]2[CH:19]=[CH:18][C:17]([S:20]([CH3:23])(=[O:22])=[O:21])=[CH:16][CH:15]=2)=[CH:4][CH:3]=1.I[CH3:26].[H-].[Na+], predict the reaction product. The product is: [Cl:1][C:2]1[CH:7]=[CH:6][C:5]([S:8][C:9]2[N:10]([CH3:26])[C:11]([CH3:24])=[N:12][C:13]=2[C:14]2[CH:19]=[CH:18][C:17]([S:20]([CH3:23])(=[O:22])=[O:21])=[CH:16][CH:15]=2)=[CH:4][CH:3]=1. (7) Given the reactants [C:1]([C:5]1[N:10]=[CH:9][C:8]([C:11]2[N:12]([C:32]([N:34]3[CH2:39][CH2:38][CH:37]([CH2:40][C:41](O)=[O:42])[CH2:36][CH2:35]3)=[O:33])[C@@:13]([C:25]3[CH:30]=[CH:29][C:28]([Cl:31])=[CH:27][CH:26]=3)([CH3:24])[C@@:14]([C:17]3[CH:22]=[CH:21][C:20]([Cl:23])=[CH:19][CH:18]=3)([CH3:16])[N:15]=2)=[C:7]([O:44][CH2:45][CH3:46])[CH:6]=1)([CH3:4])([CH3:3])[CH3:2].[CH:47]([O:50][CH2:51][CH2:52][NH:53][CH2:54][CH2:55][O:56][CH:57]([CH3:59])[CH3:58])([CH3:49])[CH3:48], predict the reaction product. The product is: [C:1]([C:5]1[N:10]=[CH:9][C:8]([C:11]2[N:12]([C:32]([N:34]3[CH2:39][CH2:38][CH:37]([CH2:40][C:41]([N:53]([CH2:52][CH2:51][O:50][CH:47]([CH3:49])[CH3:48])[CH2:54][CH2:55][O:56][CH:57]([CH3:58])[CH3:59])=[O:42])[CH2:36][CH2:35]3)=[O:33])[C@@:13]([C:25]3[CH:26]=[CH:27][C:28]([Cl:31])=[CH:29][CH:30]=3)([CH3:24])[C@@:14]([C:17]3[CH:22]=[CH:21][C:20]([Cl:23])=[CH:19][CH:18]=3)([CH3:16])[N:15]=2)=[C:7]([O:44][CH2:45][CH3:46])[CH:6]=1)([CH3:2])([CH3:4])[CH3:3]. (8) Given the reactants [F:1][C:2]1[CH:3]=[C:4]2[C:9](=[O:10])[NH:8][C:7]([C:11]3[CH:16]=[CH:15][C:14]([C:17](O)([CH3:19])[CH3:18])=[CH:13][CH:12]=3)=[CH:6][N:5]2[CH:21]=1.[N-:22]=[N+:23]=[N-:24].[Na+].FC(F)(F)C(O)=O.N, predict the reaction product. The product is: [N:22]([C:17]([C:14]1[CH:15]=[CH:16][C:11]([C:7]2[NH:8][C:9](=[O:10])[C:4]3[N:5]([CH:21]=[C:2]([F:1])[CH:3]=3)[CH:6]=2)=[CH:12][CH:13]=1)([CH3:19])[CH3:18])=[N+:23]=[N-:24].